Dataset: Forward reaction prediction with 1.9M reactions from USPTO patents (1976-2016). Task: Predict the product of the given reaction. (1) The product is: [CH2:1]([O:3][C:4]1[CH:5]=[CH:6][C:7]([CH2:10][C:11]([NH:13][C:14]2[CH:19]=[C:18]([N:20]([CH3:27])[C:21](=[O:26])[CH2:22][CH:23]([CH3:24])[CH3:25])[CH:17]=[CH:16][C:15]=2[NH2:28])=[O:12])=[CH:8][CH:9]=1)[CH3:2]. Given the reactants [CH2:1]([O:3][C:4]1[CH:9]=[CH:8][C:7]([CH2:10][C:11]([NH:13][C:14]2[CH:19]=[C:18]([N:20]([CH3:27])[C:21](=[O:26])[CH2:22][CH:23]([CH3:25])[CH3:24])[CH:17]=[CH:16][C:15]=2[N+:28]([O-])=O)=[O:12])=[CH:6][CH:5]=1)[CH3:2], predict the reaction product. (2) Given the reactants [CH3:1][C:2]1[N:3]=[C:4]([NH:7][C:8]([C:10]2[C:15]([NH:16]C3C=NC=CC=3)=[CH:14][CH:13]=[C:12]([CH3:23])[N:11]=2)=[O:9])[S:5][CH:6]=1.Br[C:25]1[CH:30]=[C:29]([F:31])[CH:28]=[C:27]([F:32])[CH:26]=1, predict the reaction product. The product is: [CH3:1][C:2]1[N:3]=[C:4]([NH:7][C:8]([C:10]2[C:15]([NH:16][C:25]3[CH:30]=[C:29]([F:31])[CH:28]=[C:27]([F:32])[CH:26]=3)=[CH:14][CH:13]=[C:12]([CH3:23])[N:11]=2)=[O:9])[S:5][CH:6]=1. (3) The product is: [ClH:24].[N:1]1[C:10]2[C:5](=[CH:6][CH:7]=[CH:8][CH:9]=2)[CH:4]=[C:3]([C:11]2[C:19]3[N:18]4[CH:20]=[CH:21][CH:22]=[C:17]4[C:16](=[N:25][OH:26])[C:15]=3[CH:14]=[CH:13][CH:12]=2)[CH:2]=1. Given the reactants [N:1]1[C:10]2[C:5](=[CH:6][CH:7]=[CH:8][CH:9]=2)[CH:4]=[C:3]([C:11]2[C:19]3[N:18]4[CH:20]=[CH:21][CH:22]=[C:17]4[C:16](=O)[C:15]=3[CH:14]=[CH:13][CH:12]=2)[CH:2]=1.[ClH:24].[NH2:25][OH:26], predict the reaction product. (4) The product is: [Br:1][C:2]1[CH:7]=[CH:6][N:5]2[C:10]([NH:12][CH:13]([CH3:15])[CH3:14])=[N:9][N:8]=[C:4]2[CH:3]=1. Given the reactants [Br:1][C:2]1[CH:7]=[CH:6][N:5]=[C:4]([NH:8][NH:9][C:10]([NH:12][CH:13]([CH3:15])[CH3:14])=O)[CH:3]=1.P(Cl)(Cl)(Cl)=O, predict the reaction product. (5) The product is: [S:8]1[C:12]2[CH:13]=[CH:14][CH:15]=[CH:16][C:11]=2[N:10]=[C:9]1[NH:17][C@H:18]([C:39]([OH:41])=[O:40])[CH2:19][C:20]1[CH:21]=[CH:22][C:23]([O:26][CH2:27][CH2:28][CH2:29][C:30](=[O:38])[NH:31][C:32]2[NH:33][CH2:34][CH2:35][CH2:36][N:37]=2)=[CH:24][CH:25]=1. Given the reactants FC(F)(F)C(O)=O.[S:8]1[C:12]2[CH:13]=[CH:14][CH:15]=[CH:16][C:11]=2[N:10]=[C:9]1[NH:17][C@H:18]([C:39]([O:41]C(C)(C)C)=[O:40])[CH2:19][C:20]1[CH:25]=[CH:24][C:23]([O:26][CH2:27][CH2:28][CH2:29][C:30](=[O:38])[NH:31][C:32]2[NH:33][CH2:34][CH2:35][CH2:36][N:37]=2)=[CH:22][CH:21]=1.C1(C)C=CC=CC=1, predict the reaction product.